Dataset: Forward reaction prediction with 1.9M reactions from USPTO patents (1976-2016). Task: Predict the product of the given reaction. (1) Given the reactants C1(O[C:8](=[O:41])[NH:9][C:10]2[CH:15]=[C:14]([O:16][C:17]3[CH:22]=[CH:21][C:20]([NH:23][C:24]([C:26]4[C:27](=[O:39])[N:28]([C:33]5[CH:38]=[CH:37][CH:36]=[CH:35][CH:34]=5)[N:29]([CH3:32])[C:30]=4[CH3:31])=[O:25])=[CH:19][C:18]=3[F:40])[CH:13]=[CH:12][N:11]=2)C=CC=CC=1.[NH2:42][CH2:43][CH:44]([OH:46])[CH3:45].[CH3:47]N1C(=O)CCC1, predict the reaction product. The product is: [F:40][C:18]1[CH:19]=[C:20]([NH:23][C:24]([C:26]2[C:27](=[O:39])[N:28]([C:33]3[CH:34]=[CH:35][CH:36]=[CH:37][CH:38]=3)[N:29]([CH3:32])[C:30]=2[CH3:31])=[O:25])[CH:21]=[CH:22][C:17]=1[O:16][C:14]1[CH:13]=[CH:12][N:11]=[C:10]([NH:9][C:8]([N:42]([CH2:43][CH:44]([OH:46])[CH3:45])[CH3:47])=[O:41])[CH:15]=1. (2) Given the reactants [CH2:1]([N:3]([CH2:15][CH3:16])[CH2:4][CH2:5][CH2:6][O:7][C:8]1[CH:13]=[CH:12][C:11]([NH2:14])=[CH:10][CH:9]=1)[CH3:2].[CH3:17][C:18]1[CH:26]=[CH:25][CH:24]=[C:23]2[C:19]=1[C:20](=[CH:28]O)[C:21](=[O:27])[NH:22]2, predict the reaction product. The product is: [CH2:15]([N:3]([CH2:1][CH3:2])[CH2:4][CH2:5][CH2:6][O:7][C:8]1[CH:9]=[CH:10][C:11]([NH:14][CH:28]=[C:20]2[C:19]3[C:23](=[CH:24][CH:25]=[CH:26][C:18]=3[CH3:17])[NH:22][C:21]2=[O:27])=[CH:12][CH:13]=1)[CH3:16]. (3) Given the reactants [C:1]([O-:4])([O-])=O.[K+].[K+].[CH3:7][C:8]1[CH:13]=[CH:12][CH:11]=[C:10]([CH2:14][CH:15]=C)[C:9]=1[CH3:17].FC(F)(F)C(C)=O.OO, predict the reaction product. The product is: [CH3:17][C:9]1[C:8]([CH3:7])=[CH:13][CH:12]=[CH:11][C:10]=1[CH2:14][CH:15]1[CH2:1][O:4]1. (4) Given the reactants [CH2:1]([S:3]([C:6]1[CH:7]=[C:8]([C:17]2[C:18]([O:28][C:29]3[CH:34]=[CH:33][C:32]([O:35][CH2:36][CH2:37][N:38]4[CH2:43][CH2:42][CH2:41][CH2:40][CH2:39]4)=[CH:31][CH:30]=3)=[C:19]3[C:24](=[CH:25][CH:26]=2)[CH:23]=[C:22]([OH:27])[CH:21]=[CH:20]3)[CH:9]=[C:10]([S:12]([CH2:15][CH3:16])(=[O:14])=[O:13])[CH:11]=1)(=[O:5])=[O:4])[CH3:2].[ClH:44], predict the reaction product. The product is: [ClH:44].[CH2:1]([S:3]([C:6]1[CH:7]=[C:8]([C:17]2[C:18]([O:28][C:29]3[CH:34]=[CH:33][C:32]([O:35][CH2:36][CH2:37][N:38]4[CH2:39][CH2:40][CH2:41][CH2:42][CH2:43]4)=[CH:31][CH:30]=3)=[C:19]3[C:24](=[CH:25][CH:26]=2)[CH:23]=[C:22]([OH:27])[CH:21]=[CH:20]3)[CH:9]=[C:10]([S:12]([CH2:15][CH3:16])(=[O:14])=[O:13])[CH:11]=1)(=[O:5])=[O:4])[CH3:2]. (5) Given the reactants Br[C:2]1[CH:3]=[CH:4][C:5]([CH:20]([CH3:22])[CH3:21])=[C:6]([S:8]([NH:11][CH2:12][CH2:13][C:14]2[CH:19]=[CH:18][CH:17]=[CH:16][N:15]=2)(=[O:10])=[O:9])[CH:7]=1.[CH3:23][N:24]1[C:32]2[C:27](=[CH:28][C:29]([S:33](F)(=[O:35])=[O:34])=[CH:30][CH:31]=2)[CH:26]=[CH:25]1.FC1C=CC(S(C2C=CC(C(C)C)=C(S(NCCC3C=CC=CN=3)(=O)=O)C=2)(=O)=O)=C(C)C=1, predict the reaction product. The product is: [CH:20]([C:5]1[CH:4]=[CH:3][C:2]([S:33]([C:29]2[CH:28]=[C:27]3[C:32](=[CH:31][CH:30]=2)[N:24]([CH3:23])[CH:25]=[CH:26]3)(=[O:34])=[O:35])=[CH:7][C:6]=1[S:8]([NH:11][CH2:12][CH2:13][C:14]1[CH:19]=[CH:18][CH:17]=[CH:16][N:15]=1)(=[O:10])=[O:9])([CH3:22])[CH3:21].